This data is from Catalyst prediction with 721,799 reactions and 888 catalyst types from USPTO. The task is: Predict which catalyst facilitates the given reaction. Reactant: [NH2:1][C:2]1[CH:7]=[C:6]([Br:8])[CH:5]=[CH:4][C:3]=1[C:9]([OH:12])([CH3:11])[CH3:10].C1N=CN([C:18](N2C=NC=C2)=[O:19])C=1. Product: [Br:8][C:6]1[CH:5]=[CH:4][C:3]2[C:9]([CH3:10])([CH3:11])[O:12][C:18](=[O:19])[NH:1][C:2]=2[CH:7]=1. The catalyst class is: 1.